This data is from Reaction yield outcomes from USPTO patents with 853,638 reactions. The task is: Predict the reaction yield, written as a fraction of the theoretical maximum amount of product (1.0 means a 100% yield; for example, 0.34 means a 34% yield). (1) The reactants are [CH3:1][NH:2][NH2:3].[CH3:4][S:5][C:6]1[N:11]=[C:10]([C:12](Cl)=[O:13])[CH:9]=[CH:8][N:7]=1. The catalyst is C(Cl)Cl. The product is [CH3:1][N:2]([C:12]([C:10]1[CH:9]=[CH:8][N:7]=[C:6]([S:5][CH3:4])[N:11]=1)=[O:13])[NH2:3]. The yield is 0.330. (2) The reactants are [Br:1][C:2]1[CH:7]=[CH:6][C:5]([S:8](Cl)(=[O:10])=[O:9])=[CH:4][CH:3]=1.[NH2:12][C:13]1[C:14]([CH3:19])=[N:15][N:16]([CH3:18])[CH:17]=1. The catalyst is N1C=CC=CC=1. The product is [Br:1][C:2]1[CH:7]=[CH:6][C:5]([S:8]([NH:12][C:13]2[C:14]([CH3:19])=[N:15][N:16]([CH3:18])[CH:17]=2)(=[O:10])=[O:9])=[CH:4][CH:3]=1. The yield is 0.920. (3) The reactants are [I:1][C:2]1[CH:3]=[CH:4][C:5]([O:11][CH:12]([CH3:14])[CH3:13])=[C:6]([CH:10]=1)[C:7]([OH:9])=O.[NH2:15][CH:16]([CH2:20][C:21]1[C:29]2[C:24](=[CH:25][CH:26]=[CH:27][CH:28]=2)[NH:23][CH:22]=1)[CH2:17][C:18]#[N:19].CCN=C=NCCCN(C)C.Cl.C1C=CC2N(O)N=NC=2C=1. The catalyst is CN(C=O)C.O.C(N(CC)CC)C. The product is [C:18]([CH2:17][CH:16]([NH:15][C:7](=[O:9])[C:6]1[CH:10]=[C:2]([I:1])[CH:3]=[CH:4][C:5]=1[O:11][CH:12]([CH3:14])[CH3:13])[CH2:20][C:21]1[C:29]2[C:24](=[CH:25][CH:26]=[CH:27][CH:28]=2)[NH:23][CH:22]=1)#[N:19]. The yield is 0.540.